Dataset: Forward reaction prediction with 1.9M reactions from USPTO patents (1976-2016). Task: Predict the product of the given reaction. (1) Given the reactants BrCC(C1C=CC([N+]([O-])=O)=CC=1)=O.[Cl:14][C:15]1[CH:20]=[CH:19][CH:18]=[CH:17][C:16]=1[CH2:21][C:22](=[S:24])[NH2:23].[C:25]1([CH2:31][C:32](=[S:34])[NH2:33])C=C[CH:28]=[CH:27][CH:26]=1, predict the reaction product. The product is: [Cl:14][C:15]1[CH:20]=[CH:19][CH:18]=[CH:17][C:16]=1[CH2:21][C:22]1[S:24][CH:28]=[C:27]([C:26]2[S:34][C:32]([NH2:33])=[CH:31][CH:25]=2)[N:23]=1. (2) Given the reactants [F:1][C:2]1[CH:7]=[CH:6][C:5]([S:8]([C:11]2[CH:12]=[CH:13][C:14]([CH2:21][CH2:22][CH3:23])=[C:15]([S:17](Cl)(=[O:19])=[O:18])[CH:16]=2)(=[O:10])=[O:9])=[CH:4][CH:3]=1.[N:24]1(CCCN)C=CN=C1, predict the reaction product. The product is: [F:1][C:2]1[CH:7]=[CH:6][C:5]([S:8]([C:11]2[CH:12]=[CH:13][C:14]([CH2:21][CH2:22][CH3:23])=[C:15]([S:17]([NH2:24])(=[O:19])=[O:18])[CH:16]=2)(=[O:10])=[O:9])=[CH:4][CH:3]=1. (3) Given the reactants Br[C:2]1[N:7]=[CH:6][CH:5]=[CH:4][N:3]=1.[Br:8][C:9]1[CH:14]=[CH:13][C:12](B(O)O)=[C:11]([F:18])[C:10]=1[F:19].C(=O)([O-])[O-].[K+].[K+].C(O)C, predict the reaction product. The product is: [Br:8][C:9]1[CH:14]=[CH:13][C:12]([C:2]2[N:7]=[CH:6][CH:5]=[CH:4][N:3]=2)=[C:11]([F:18])[C:10]=1[F:19]. (4) Given the reactants [CH2:1]([OH:5])[CH2:2][CH2:3][OH:4].[O:6]1[CH:11]=[CH:10][CH2:9][CH2:8][CH2:7]1, predict the reaction product. The product is: [O:6]1[CH2:11][CH2:10][CH2:9][CH2:8][CH:7]1[O:4][CH2:3][CH2:2][CH2:1][OH:5]. (5) Given the reactants [O:1]1[CH:5]=[C:4]([C:6]([NH:8][NH2:9])=[O:7])[N:3]=[CH:2]1.CCCCCCC.[C:17](OCC)(=[O:19])C, predict the reaction product. The product is: [O:1]1[CH:5]=[C:4]([C:6]2[O:7][C:17](=[O:19])[NH:9][N:8]=2)[N:3]=[CH:2]1. (6) Given the reactants Cl.[C:2]([C:6]1[N:11]=[CH:10][C:9]([C:12]2[N:13]([C:33]([N:35]3[CH2:40][CH2:39][N:38]([CH2:41][C:42]([OH:44])=O)[CH2:37][CH2:36]3)=[O:34])[C@@:14]([C:26]3[CH:31]=[CH:30][C:29]([Cl:32])=[CH:28][CH:27]=3)([CH3:25])[C@@:15]([C:18]3[CH:23]=[CH:22][C:21]([Cl:24])=[CH:20][CH:19]=3)([CH3:17])[N:16]=2)=[C:8]([O:45][CH2:46][CH3:47])[CH:7]=1)([CH3:5])([CH3:4])[CH3:3].[NH:48]1[CH2:51][CH:50]([OH:52])[CH2:49]1, predict the reaction product. The product is: [C:2]([C:6]1[N:11]=[CH:10][C:9]([C:12]2[N:13]([C:33]([N:35]3[CH2:36][CH2:37][N:38]([CH2:41][C:42]([N:48]4[CH2:51][CH:50]([OH:52])[CH2:49]4)=[O:44])[CH2:39][CH2:40]3)=[O:34])[C@@:14]([C:26]3[CH:27]=[CH:28][C:29]([Cl:32])=[CH:30][CH:31]=3)([CH3:25])[C@@:15]([C:18]3[CH:19]=[CH:20][C:21]([Cl:24])=[CH:22][CH:23]=3)([CH3:17])[N:16]=2)=[C:8]([O:45][CH2:46][CH3:47])[CH:7]=1)([CH3:3])([CH3:4])[CH3:5]. (7) Given the reactants [CH3:1][Mg]I.Cl[C:5]1[N:14]=[C:13]([C:15]2[CH:20]=[CH:19][C:18]([CH:21]([CH3:23])[CH3:22])=[CH:17][CH:16]=2)[C:12]2[C:7](=[CH:8][C:9]([O:26][CH3:27])=[C:10]([O:24][CH3:25])[CH:11]=2)[N:6]=1, predict the reaction product. The product is: [CH:21]([C:18]1[CH:19]=[CH:20][C:15]([C:13]2[C:12]3[C:7](=[CH:8][C:9]([O:26][CH3:27])=[C:10]([O:24][CH3:25])[CH:11]=3)[N:6]=[C:5]([CH3:1])[N:14]=2)=[CH:16][CH:17]=1)([CH3:23])[CH3:22].